From a dataset of Merck oncology drug combination screen with 23,052 pairs across 39 cell lines. Regression. Given two drug SMILES strings and cell line genomic features, predict the synergy score measuring deviation from expected non-interaction effect. (1) Drug 1: COc1cccc2c1C(=O)c1c(O)c3c(c(O)c1C2=O)CC(O)(C(=O)CO)CC3OC1CC(N)C(O)C(C)O1. Drug 2: CC1(c2nc3c(C(N)=O)cccc3[nH]2)CCCN1. Cell line: KPL1. Synergy scores: synergy=-2.15. (2) Drug 1: CCC1(O)CC2CN(CCc3c([nH]c4ccccc34)C(C(=O)OC)(c3cc4c(cc3OC)N(C)C3C(O)(C(=O)OC)C(OC(C)=O)C5(CC)C=CCN6CCC43C65)C2)C1. Drug 2: COC1CC2CCC(C)C(O)(O2)C(=O)C(=O)N2CCCCC2C(=O)OC(C(C)CC2CCC(OP(C)(C)=O)C(OC)C2)CC(=O)C(C)C=C(C)C(O)C(OC)C(=O)C(C)CC(C)C=CC=CC=C1C. Cell line: NCIH520. Synergy scores: synergy=-2.81. (3) Drug 1: COC12C(COC(N)=O)C3=C(C(=O)C(C)=C(N)C3=O)N1CC1NC12. Drug 2: O=C(CCCCCCC(=O)Nc1ccccc1)NO. Cell line: CAOV3. Synergy scores: synergy=-1.67. (4) Drug 1: CCC1=CC2CN(C1)Cc1c([nH]c3ccccc13)C(C(=O)OC)(c1cc3c(cc1OC)N(C)C1C(O)(C(=O)OC)C(OC(C)=O)C4(CC)C=CCN5CCC31C54)C2. Drug 2: O=C(CCCCCCC(=O)Nc1ccccc1)NO. Cell line: A375. Synergy scores: synergy=-27.3. (5) Drug 1: O=S1(=O)NC2(CN1CC(F)(F)F)C1CCC2Cc2cc(C=CCN3CCC(C(F)(F)F)CC3)ccc2C1. Drug 2: CC(=O)OC1C(=O)C2(C)C(O)CC3OCC3(OC(C)=O)C2C(OC(=O)c2ccccc2)C2(O)CC(OC(=O)C(O)C(NC(=O)c3ccccc3)c3ccccc3)C(C)=C1C2(C)C. Cell line: LNCAP. Synergy scores: synergy=-26.4. (6) Drug 1: C#Cc1cccc(Nc2ncnc3cc(OCCOC)c(OCCOC)cc23)c1. Drug 2: COC1=C2CC(C)CC(OC)C(O)C(C)C=C(C)C(OC(N)=O)C(OC)C=CC=C(C)C(=O)NC(=CC1=O)C2=O. Cell line: UWB1289. Synergy scores: synergy=-22.9. (7) Drug 1: O=C(CCCCCCC(=O)Nc1ccccc1)NO. Drug 2: COC1=C2CC(C)CC(OC)C(O)C(C)C=C(C)C(OC(N)=O)C(OC)C=CC=C(C)C(=O)NC(=CC1=O)C2=O. Cell line: NCIH2122. Synergy scores: synergy=-14.3.